Dataset: Forward reaction prediction with 1.9M reactions from USPTO patents (1976-2016). Task: Predict the product of the given reaction. The product is: [ClH:54].[ClH:54].[ClH:54].[CH:20]1([NH:19][C:18]2[C:13]3[CH:12]=[CH:11][N:10]([C@@H:9]4[CH2:8][C@H:7]([CH2:23][N:24]([CH:50]([CH3:51])[CH3:52])[CH2:25][CH2:26][CH2:27][CH2:28][C:29]5[NH:33][C:32]6[CH:42]=[C:43]([C:46]([F:49])([F:48])[F:47])[CH:44]=[CH:45][C:31]=6[N:30]=5)[C@@H:5]([OH:6])[C@H:4]4[OH:3])[C:14]=3[N:15]=[CH:16][N:17]=2)[CH2:21][CH2:22]1. Given the reactants CC1(C)[O:6][C@@H:5]2[C@@H:7]([CH2:23][N:24]([CH:50]([CH3:52])[CH3:51])[CH2:25][CH2:26][CH2:27][CH2:28][C:29]3[N:33](COCC[Si](C)(C)C)[C:32]4[CH:42]=[C:43]([C:46]([F:49])([F:48])[F:47])[CH:44]=[CH:45][C:31]=4[N:30]=3)[CH2:8][C@@H:9]([N:10]3[C:14]4[N:15]=[CH:16][N:17]=[C:18]([NH:19][CH:20]5[CH2:22][CH2:21]5)[C:13]=4[CH:12]=[CH:11]3)[C@@H:4]2[O:3]1.[ClH:54], predict the reaction product.